This data is from Full USPTO retrosynthesis dataset with 1.9M reactions from patents (1976-2016). The task is: Predict the reactants needed to synthesize the given product. (1) Given the product [CH2:13]([O:12][C:9]1[C:8]2[CH2:7][CH2:6][CH2:5][CH2:4][C:3]=2[C:2]([CH:24]=[O:25])=[CH:11][CH:10]=1)[CH2:14][CH3:15], predict the reactants needed to synthesize it. The reactants are: Br[C:2]1[CH:11]=[CH:10][C:9]([O:12][CH2:13][CH2:14][CH3:15])=[C:8]2[C:3]=1[CH2:4][CH2:5][CH2:6][CH2:7]2.[Li]CCCC.CN([CH:24]=[O:25])C. (2) Given the product [Br:41][C:39]1[CH:38]=[CH:37][C:36]([O:42][CH:43]2[CH2:44][CH2:45][N:46]([C:49]([O:51][C:52]([CH3:55])([CH3:54])[CH3:53])=[O:50])[CH2:47][CH2:48]2)=[C:35]([CH:34]2[CH2:12][C:10](=[O:11])[NH:9][CH:8]([C:4]3[CH:5]=[CH:6][CH:7]=[C:2]([F:1])[CH:3]=3)[C:26]32[C:27]2[C:32](=[CH:31][C:30]([Cl:33])=[CH:29][CH:28]=2)[NH:24][C:25]3=[O:56])[CH:40]=1, predict the reactants needed to synthesize it. The reactants are: [F:1][C:2]1[CH:3]=[C:4]([CH:8]=[N:9][C:10]([O:12][Si](C)(C)C)=[CH2:11])[CH:5]=[CH:6][CH:7]=1.C(OC([N:24]1[C:32]2[C:27](=[CH:28][CH:29]=[C:30]([Cl:33])[CH:31]=2)/[C:26](=[CH:34]/[C:35]2[CH:40]=[C:39]([Br:41])[CH:38]=[CH:37][C:36]=2[O:42][CH:43]2[CH2:48][CH2:47][N:46]([C:49]([O:51][C:52]([CH3:55])([CH3:54])[CH3:53])=[O:50])[CH2:45][CH2:44]2)/[C:25]1=[O:56])=O)(C)(C)C. (3) The reactants are: [CH3:1][C:2]1[N:7]=[C:6]2[CH2:8][N:9]([CH2:12][C:13]3[CH:18]=[CH:17][CH:16]=[CH:15][CH:14]=3)[CH2:10][CH2:11][CH:5]2[C:4](=O)[N:3]=1.P(Cl)(Cl)(Cl)=O.[NH:25]1[CH2:30][CH2:29][CH2:28][CH2:27][CH2:26]1. Given the product [CH3:1][C:2]1[N:3]=[C:4]([N:25]2[CH2:30][CH2:29][CH2:28][CH2:27][CH2:26]2)[C:5]2[CH2:11][CH2:10][N:9]([CH2:12][C:13]3[CH:18]=[CH:17][CH:16]=[CH:15][CH:14]=3)[CH2:8][C:6]=2[N:7]=1, predict the reactants needed to synthesize it.